The task is: Predict which catalyst facilitates the given reaction.. This data is from Catalyst prediction with 721,799 reactions and 888 catalyst types from USPTO. Reactant: [CH3:1][O:2][CH2:3][CH2:4][OH:5].[H-].[Na+].[Br:8][C:9]1[CH:16]=[CH:15][C:12]([CH2:13]Br)=[CH:11][CH:10]=1. Product: [Br:8][C:9]1[CH:16]=[CH:15][C:12]([CH2:13][O:5][CH2:4][CH2:3][O:2][CH3:1])=[CH:11][CH:10]=1. The catalyst class is: 7.